Dataset: Reaction yield outcomes from USPTO patents with 853,638 reactions. Task: Predict the reaction yield, written as a fraction of the theoretical maximum amount of product (1.0 means a 100% yield; for example, 0.34 means a 34% yield). (1) The reactants are I[C:2]1[CH:8]=[C:7]([N+:9]([O-:11])=[O:10])[CH:6]=[CH:5][C:3]=1[NH2:4].[C:12]([C:14]1[CH:19]=[CH:18][CH:17]=[CH:16][N:15]=1)#[CH:13]. The catalyst is CN(C=O)C.CCN(CC)CC.O.Cl[Pd](Cl)([P](C1C=CC=CC=1)(C1C=CC=CC=1)C1C=CC=CC=1)[P](C1C=CC=CC=1)(C1C=CC=CC=1)C1C=CC=CC=1.[Cu]I. The product is [N+:9]([C:7]1[CH:6]=[CH:5][C:3]([NH2:4])=[C:2]([C:13]#[C:12][C:14]2[CH:19]=[CH:18][CH:17]=[CH:16][N:15]=2)[CH:8]=1)([O-:11])=[O:10]. The yield is 0.600. (2) The reactants are [Cl:1][C:2]1[C:7]([NH:8][S:9]([C:12]2[CH:17]=[CH:16][C:15]([F:18])=[CH:14][CH:13]=2)(=[O:11])=[O:10])=[CH:6][C:5](B2OC(C)(C)C(C)(C)O2)=[CH:4][N:3]=1.[CH:28]1[C:36](Br)=[CH:35][N:34]2[C:30](=[N:31][CH:32]=[CH:33]2)[CH:29]=1.COC1C2C=CNC=2N=C(N)[N:41]=1.C(=O)([O-])[O-].[Na+].[Na+]. The catalyst is C1C=CC(P(C2C=CC=CC=2)[C-]2C=CC=C2)=CC=1.C1C=CC(P(C2C=CC=CC=2)[C-]2C=CC=C2)=CC=1.Cl[Pd]Cl.[Fe+2].CS(C)=O. The product is [NH2:41][C:32]1[N:31]=[C:30]2[CH:29]=[CH:28][C:36]([C:5]3[CH:6]=[C:7]([NH:8][S:9]([C:12]4[CH:13]=[CH:14][C:15]([F:18])=[CH:16][CH:17]=4)(=[O:10])=[O:11])[C:2]([Cl:1])=[N:3][CH:4]=3)=[CH:35][N:34]2[CH:33]=1. The yield is 0.220. (3) The reactants are [OH:1][C@:2]([CH3:38])([CH2:36][I:37])[C:3](=[O:35])[C@@H:4]([NH:12][C:13](=[O:34])[C@@H:14]([NH:18][C:19](=[O:33])[C@@H:20]([NH:24][C:25]([C:27]1[S:31][C:30]([CH3:32])=[N:29][CH:28]=1)=[O:26])[CH2:21][O:22][CH3:23])[CH2:15][O:16][CH3:17])[CH2:5][C:6]1[CH:11]=[CH:10][CH:9]=[CH:8][CH:7]=1.[C:39]([S:42][CH2:43][CH2:44][CH2:45][CH2:46][C:47](O[C:47](=[O:48])[CH2:46][CH2:45][CH2:44][CH2:43][S:42][C:39](=[O:41])[CH3:40])=[O:48])(=[O:41])[CH3:40]. The catalyst is CN(C1C=CN=CC=1)C.N1C=CC=CC=1.O.ClCCl. The product is [C:39]([S:42][CH2:43][CH2:44][CH2:45][CH2:46][C:47]([O:1][C@@:2]([CH3:38])([C:3](=[O:35])[C@@H:4]([NH:12][C:13](=[O:34])[C@@H:14]([NH:18][C:19](=[O:33])[C@@H:20]([NH:24][C:25]([C:27]1[S:31][C:30]([CH3:32])=[N:29][CH:28]=1)=[O:26])[CH2:21][O:22][CH3:23])[CH2:15][O:16][CH3:17])[CH2:5][C:6]1[CH:7]=[CH:8][CH:9]=[CH:10][CH:11]=1)[CH2:36][I:37])=[O:48])(=[O:41])[CH3:40]. The yield is 0.370. (4) The reactants are C([O:8][N:9]1[C:15](=[O:16])[N:14]2[CH2:17][C@H:10]1[CH2:11][CH2:12][C@H:13]2[C:18]([NH:20][O:21][C@@H:22]1[CH2:27][CH2:26][CH2:25][N:24]([C:28]([O:30][C:31]([CH3:34])([CH3:33])[CH3:32])=[O:29])[CH2:23]1)=[O:19])C1C=CC=CC=1.[H][H]. The catalyst is CO.[Pd]. The product is [OH:8][N:9]1[C:15](=[O:16])[N:14]2[CH2:17][C@H:10]1[CH2:11][CH2:12][C@H:13]2[C:18]([NH:20][O:21][C@@H:22]1[CH2:27][CH2:26][CH2:25][N:24]([C:28]([O:30][C:31]([CH3:34])([CH3:33])[CH3:32])=[O:29])[CH2:23]1)=[O:19]. The yield is 0.910. (5) The reactants are [Cl:1][C:2]1[C:7]([O:8][CH3:9])=[CH:6][C:5]([O:10][CH3:11])=[C:4]([Cl:12])[C:3]=1[NH:13][C:14](=[O:41])[N:15]([C:17]1[N:22]=[CH:21][N:20]=[C:19]([NH:23][C:24]2[CH:29]=[CH:28][C:27]([N:30]3[CH2:35][CH2:34][NH:33][CH2:32][CH2:31]3)=[CH:26][C:25]=2[NH:36][C:37](=[O:40])[CH:38]=[CH2:39])[CH:18]=1)[CH3:16].CCN(C(C)C)C(C)C.[C:51](Cl)(=[O:53])[CH3:52]. The catalyst is C(Cl)Cl. The product is [C:51]([N:33]1[CH2:32][CH2:31][N:30]([C:27]2[CH:28]=[CH:29][C:24]([NH:23][C:19]3[CH:18]=[C:17]([N:15]([CH3:16])[C:14]([NH:13][C:3]4[C:2]([Cl:1])=[C:7]([O:8][CH3:9])[CH:6]=[C:5]([O:10][CH3:11])[C:4]=4[Cl:12])=[O:41])[N:22]=[CH:21][N:20]=3)=[C:25]([NH:36][C:37](=[O:40])[CH:38]=[CH2:39])[CH:26]=2)[CH2:35][CH2:34]1)(=[O:53])[CH3:52]. The yield is 0.150. (6) The reactants are [N+:1]([C:4]1[CH:8]=[C:7]([C:9](O)=[O:10])[NH:6][N:5]=1)([O-:3])=[O:2]. The catalyst is C1COCC1. The product is [N+:1]([C:4]1[CH:8]=[C:7]([CH2:9][OH:10])[NH:6][N:5]=1)([O-:3])=[O:2]. The yield is 0.940. (7) The reactants are [CH3:1][C:2]1[CH:3]=[N:4][N:5](C2CCCCO2)[C:6]=1[C:7]1[CH:16]=[C:15]2[C:10]([CH:11]=[C:12]([NH:17][C:18]([CH:20]3[CH2:22][CH2:21]3)=[O:19])[N:13]=[CH:14]2)=[CH:9][CH:8]=1.CO.[ClH:31]. The catalyst is O1CCOCC1. The product is [ClH:31].[CH3:1][C:2]1[CH:3]=[N:4][NH:5][C:6]=1[C:7]1[CH:16]=[C:15]2[C:10]([CH:11]=[C:12]([NH:17][C:18]([CH:20]3[CH2:22][CH2:21]3)=[O:19])[N:13]=[CH:14]2)=[CH:9][CH:8]=1. The yield is 0.460. (8) The reactants are [H-].[Na+].[CH3:3][S:4]([NH2:7])(=[O:6])=[O:5].[CH3:8][C:9]1([CH3:37])[C:18]2[C:13](=[CH:14][CH:15]=[C:16]([C:19](O)=[O:20])[CH:17]=2)[NH:12][CH:11]([C:22]2[CH:27]=[CH:26][CH:25]=[C:24]([C:28](=[O:36])[NH:29][C:30]3[CH:35]=[CH:34][CH:33]=[CH:32][CH:31]=3)[CH:23]=2)[CH2:10]1.C(N1C=CN=C1)(N1C=CN=C1)=O. The catalyst is CN(C)C=O.O. The product is [CH3:3][S:4]([NH:7][C:19]([C:16]1[CH:17]=[C:18]2[C:13](=[CH:14][CH:15]=1)[NH:12][CH:11]([C:22]1[CH:23]=[C:24]([CH:25]=[CH:26][CH:27]=1)[C:28]([NH:29][C:30]1[CH:31]=[CH:32][CH:33]=[CH:34][CH:35]=1)=[O:36])[CH2:10][C:9]2([CH3:37])[CH3:8])=[O:20])(=[O:6])=[O:5]. The yield is 0.0700.